Dataset: Full USPTO retrosynthesis dataset with 1.9M reactions from patents (1976-2016). Task: Predict the reactants needed to synthesize the given product. (1) Given the product [CH3:33][N:4]([C:5]1[CH:6]=[C:7]([C:11]2[C:16]3[N:17]([C:20]4[CH:25]=[CH:24][CH:23]=[CH:22][CH:21]=4)[CH:18]=[N:19][C:15]=3[CH:14]=[C:13]([C:26]([F:29])([F:28])[F:27])[CH:12]=2)[CH:8]=[CH:9][CH:10]=1)[C:1](=[O:3])[CH3:2], predict the reactants needed to synthesize it. The reactants are: [C:1]([NH:4][C:5]1[CH:6]=[C:7]([C:11]2[C:16]3[N:17]([C:20]4[CH:25]=[CH:24][CH:23]=[CH:22][CH:21]=4)[CH:18]=[N:19][C:15]=3[CH:14]=[C:13]([C:26]([F:29])([F:28])[F:27])[CH:12]=2)[CH:8]=[CH:9][CH:10]=1)(=[O:3])[CH3:2].[H-].[Na+].I[CH3:33]. (2) Given the product [CH3:1][O:2][C:3]1[CH:4]=[C:5]([C:15]2[O:16][C:17]3[CH:23]=[CH:22][CH:21]=[CH:20][C:18]=3[N:19]=2)[CH:6]=[CH:7][C:8]=1[CH2:9][N:10]1[N:11]=[N:12][CH:13]=[N:36]1.[CH3:42][O:41][C:27]1[CH:28]=[C:29]([C:32]2[O:33][C:34]3[CH:40]=[CH:39][CH:38]=[CH:37][C:35]=3[N:36]=2)[CH:30]=[CH:31][C:26]=1[CH2:25][N:43]1[CH:47]=[N:46][N:45]=[N:44]1, predict the reactants needed to synthesize it. The reactants are: [CH3:1][O:2][C:3]1[CH:4]=[C:5]([C:15]2[O:16][C:17]3[CH:23]=[CH:22][CH:21]=[CH:20][C:18]=3[N:19]=2)[CH:6]=[CH:7][C:8]=1[CH2:9][N:10]1C=[CH:13][N:12]=[N:11]1.Br[CH2:25][C:26]1[CH:31]=[CH:30][C:29]([C:32]2[O:33][C:34]3[CH:40]=[CH:39][CH:38]=[CH:37][C:35]=3[N:36]=2)=[CH:28][C:27]=1[O:41][CH3:42].[NH:43]1[CH:47]=[N:46][N:45]=[N:44]1. (3) Given the product [NH2:37][CH2:2][C:3]1[CH:32]=[CH:31][C:6]([C:7]([NH:9][C:10]2[CH:15]=[CH:14][C:13]([CH3:16])=[C:12]([C:17]3[CH:22]=[C:21]([N:23]4[CH2:28][CH2:27][O:26][CH2:25][CH2:24]4)[C:20](=[O:29])[N:19]([CH3:30])[CH:18]=3)[CH:11]=2)=[O:8])=[CH:5][C:4]=1[C:33]([F:36])([F:35])[F:34], predict the reactants needed to synthesize it. The reactants are: Cl[CH2:2][C:3]1[CH:32]=[CH:31][C:6]([C:7]([NH:9][C:10]2[CH:15]=[CH:14][C:13]([CH3:16])=[C:12]([C:17]3[CH:22]=[C:21]([N:23]4[CH2:28][CH2:27][O:26][CH2:25][CH2:24]4)[C:20](=[O:29])[N:19]([CH3:30])[CH:18]=3)[CH:11]=2)=[O:8])=[CH:5][C:4]=1[C:33]([F:36])([F:35])[F:34].[NH3:37]. (4) Given the product [OH:2][C:3]1[N:7]([C:8]2[CH:23]=[CH:22][C:11]([C:12]([NH:14][CH2:15][CH:16]3[CH2:21][CH2:20][O:19][CH2:18][CH2:17]3)=[O:13])=[CH:10][N:9]=2)[N:6]=[CH:5][C:4]=1[C:24]1[CH:29]=[CH:28][N:27]=[C:26]([CH3:30])[CH:25]=1, predict the reactants needed to synthesize it. The reactants are: C[O:2][C:3]1[N:7]([C:8]2[CH:23]=[CH:22][C:11]([C:12]([NH:14][CH2:15][CH:16]3[CH2:21][CH2:20][O:19][CH2:18][CH2:17]3)=[O:13])=[CH:10][N:9]=2)[N:6]=[CH:5][C:4]=1[C:24]1[CH:29]=[CH:28][N:27]=[C:26]([CH3:30])[CH:25]=1.[Cl-].[Li+]. (5) Given the product [CH3:22][O:21][C:16]1[N:15]2[N:14]=[C:28]([C:29]([F:30])([F:31])[F:32])[C:27]([C:26]([O:25][CH2:23][CH3:24])=[O:33])=[C:20]2[CH:19]=[CH:18][CH:17]=1, predict the reactants needed to synthesize it. The reactants are: C1(C)C=C(C)C=C(C)C=1S([O-])(=O)=O.[NH2:14][N+:15]1[CH:20]=[CH:19][CH:18]=[CH:17][C:16]=1[O:21][CH3:22].[CH2:23]([O:25][C:26](=[O:33])[C:27]#[C:28][C:29]([F:32])([F:31])[F:30])[CH3:24].C(=O)([O-])[O-].[K+].[K+]. (6) Given the product [F:43][C:2]([F:1])([F:42])[C:3]1[CH:4]=[C:5]([CH:35]=[C:36]([C:38]([F:40])([F:39])[F:41])[CH:37]=1)[CH2:6][N:7]1[C:11]([C:12]2[CH:13]=[CH:14][CH:15]=[CH:16][CH:17]=2)=[C:10]([C:18]2[C:20]3=[C:24]([C:25]4[CH:30]=[CH:29][CH:28]=[CH:27][C:26]=4[Cl:31])[O:23][N:22]=[C:21]3[CH:32]=[CH:33][N:48]=2)[N:9]=[N:8]1, predict the reactants needed to synthesize it. The reactants are: [F:1][C:2]([F:43])([F:42])[C:3]1[CH:4]=[C:5]([CH:35]=[C:36]([C:38]([F:41])([F:40])[F:39])[CH:37]=1)[CH2:6][N:7]1[C:11]([C:12]2[CH:17]=[CH:16][CH:15]=[CH:14][CH:13]=2)=[C:10]([C:18]([C:20]2[C:21]([CH2:32][CH:33]=O)=[N:22][O:23][C:24]=2[C:25]2[CH:30]=[CH:29][CH:28]=[CH:27][C:26]=2[Cl:31])=O)[N:9]=[N:8]1.C([O-])(=O)C.[NH4+:48]. (7) Given the product [CH3:1][O:2][C:3](=[O:53])[C@@H:4]([NH:20][C:21]([C@@H:23]1[CH2:32][C:31]2[CH:30]=[C:29]3[O:33][CH2:34][C@H:35]([C:37]4[CH:42]=[CH:41][C:40]([O:43][CH2:44][C:45]5[CH:50]=[CH:49][C:48]([Cl:51])=[C:47]([Cl:52])[CH:46]=5)=[CH:39][CH:38]=4)[O:36][C:28]3=[CH:27][C:26]=2[CH2:25][N:24]1[CH:57]([C:58]1[CH:63]=[CH:62][CH:61]=[CH:60][CH:59]=1)[CH2:56][CH3:55])=[O:22])[CH2:5][C:6]1[CH:11]=[CH:10][C:9]([C:12]2[CH:13]=[CH:14][C:15]([C:18]#[N:19])=[CH:16][CH:17]=2)=[CH:8][CH:7]=1, predict the reactants needed to synthesize it. The reactants are: [CH3:1][O:2][C:3](=[O:53])[C@@H:4]([NH:20][C:21]([C@@H:23]1[CH2:32][C:31]2[CH:30]=[C:29]3[O:33][CH2:34][C@H:35]([C:37]4[CH:42]=[CH:41][C:40]([O:43][CH2:44][C:45]5[CH:50]=[CH:49][C:48]([Cl:51])=[C:47]([Cl:52])[CH:46]=5)=[CH:39][CH:38]=4)[O:36][C:28]3=[CH:27][C:26]=2[CH2:25][NH:24]1)=[O:22])[CH2:5][C:6]1[CH:11]=[CH:10][C:9]([C:12]2[CH:17]=[CH:16][C:15]([C:18]#[N:19])=[CH:14][CH:13]=2)=[CH:8][CH:7]=1.Br[CH2:55][CH2:56][CH2:57][C:58]1[CH:63]=[CH:62][CH:61]=[CH:60][CH:59]=1.C([O-])(O)=O.[Na+]. (8) Given the product [O:29]1[C:30]2[CH:31]=[CH:6][CH:1]=[CH:2][C:3]=2[N:26]=[C:27]1[C:1]1[CH:6]=[CH:5][C:4]([CH2:33][C:32]#[N:34])=[C:3]([O:42][CH2:41][CH2:40][C:39]2[CH:43]=[CH:44][C:36]([F:35])=[CH:37][CH:38]=2)[CH:2]=1, predict the reactants needed to synthesize it. The reactants are: [C:1]1(P([C:1]2[CH:6]=[CH:5][CH:4]=[CH:3][CH:2]=2)[C:1]2[CH:6]=[CH:5][CH:4]=[CH:3][CH:2]=2)[CH:6]=[CH:5][CH:4]=[CH:3][CH:2]=1.[CH3:31][CH2:30][O:29][C:27](/[N:26]=[N:26]/[C:27]([O:29][CH2:30][CH3:31])=O)=O.[C:32](#[N:34])[CH3:33].[F:35][C:36]1[CH:44]=[CH:43][C:39]([CH2:40][CH2:41][OH:42])=[CH:38][CH:37]=1.